Dataset: Full USPTO retrosynthesis dataset with 1.9M reactions from patents (1976-2016). Task: Predict the reactants needed to synthesize the given product. (1) Given the product [CH2:33]([N:17]1[CH:16]([CH2:15][CH2:14][O:13][C:10]2[CH:11]=[CH:12][C:7]([CH2:6][C:5]([CH3:42])([O:35][C:36]3[CH:41]=[CH:40][CH:39]=[CH:38][CH:37]=3)[C:4]([OH:43])=[O:3])=[CH:8][CH:9]=2)[CH2:20][N:19]([CH2:21][C:22]2[CH:27]=[CH:26][C:25]([C:28]([F:29])([F:31])[F:30])=[CH:24][CH:23]=2)[C:18]1=[O:32])[CH3:34], predict the reactants needed to synthesize it. The reactants are: C([O:3][C:4](=[O:43])[C:5]([CH3:42])([O:35][C:36]1[CH:41]=[CH:40][CH:39]=[CH:38][CH:37]=1)[CH2:6][C:7]1[CH:12]=[CH:11][C:10]([O:13][CH2:14][CH2:15][CH:16]2[CH2:20][N:19]([CH2:21][C:22]3[CH:27]=[CH:26][C:25]([C:28]([F:31])([F:30])[F:29])=[CH:24][CH:23]=3)[C:18](=[O:32])[N:17]2[CH2:33][CH3:34])=[CH:9][CH:8]=1)C.[OH-].[Na+]. (2) Given the product [CH3:37][C:38]1[CH:43]=[C:42]([CH3:44])[CH:41]=[CH:40][C:39]=1[CH:45]([C:47]1[CH:52]=[CH:51][CH:50]=[CH:49][CH:48]=1)[NH:46][C:11](=[O:13])[CH2:10][C:7]1[CH:6]=[CH:5][C:4]([N+:1]([O-:3])=[O:2])=[CH:9][CH:8]=1, predict the reactants needed to synthesize it. The reactants are: [N+:1]([C:4]1[CH:9]=[CH:8][C:7]([CH2:10][C:11]([OH:13])=O)=[CH:6][CH:5]=1)([O-:3])=[O:2].C1C=CC2N(O)N=NC=2C=1.C(Cl)CCl.CCN(C(C)C)C(C)C.[CH3:37][C:38]1[CH:43]=[C:42]([CH3:44])[CH:41]=[CH:40][C:39]=1[CH:45]([C:47]1[CH:52]=[CH:51][CH:50]=[CH:49][CH:48]=1)[NH2:46]. (3) Given the product [CH3:24][N:22]([CH3:23])[CH2:21][CH2:20][NH:19][C:17]1[N:16]=[C:15]([C:25]2[CH:26]=[CH:27][CH:28]=[CH:29][CH:30]=2)[N:14]=[C:13]([C:11]([NH:10][C:5]2[CH:6]=[CH:7][CH:8]=[CH:9][C:4]=2[CH:1]([OH:3])[CH3:2])=[O:12])[CH:18]=1, predict the reactants needed to synthesize it. The reactants are: [C:1]([C:4]1[CH:9]=[CH:8][CH:7]=[CH:6][C:5]=1[NH:10][C:11]([C:13]1[CH:18]=[C:17]([NH:19][CH2:20][CH2:21][N:22]([CH3:24])[CH3:23])[N:16]=[C:15]([C:25]2[CH:30]=[CH:29][CH:28]=[CH:27][CH:26]=2)[N:14]=1)=[O:12])(=[O:3])[CH3:2].[BH4-].[Na+]. (4) Given the product [CH3:21][N:19]1[CH:20]=[C:16]([CH2:15][C:10]2[C:8](=[O:9])[N:6]=[C:5]([NH:4][N+:1]([O-:3])=[O:2])[NH:7][CH:11]=2)[CH:17]=[N:18]1, predict the reactants needed to synthesize it. The reactants are: [N+:1]([NH:4][C:5]([NH2:7])=[NH:6])([O-:3])=[O:2].[CH:8]([CH:10]([CH2:15][C:16]1[CH:17]=[N:18][N:19]([CH3:21])[CH:20]=1)[C:11](OC)=O)=[O:9]. (5) Given the product [F:32][C:2]1([F:1])[O:6][C:5]2[CH:7]=[CH:8][C:9]([NH:11][C:12]([C:14]3[CH:19]=[CH:18][CH:17]=[CH:16][C:15]=3[NH:20][CH2:21][C:22]3[CH:27]=[CH:26][N:25]=[C:24]([C:28]([NH:40][CH2:39][CH:37]4[CH2:36][O:35][C:34]([CH3:41])([CH3:33])[O:38]4)=[O:29])[CH:23]=3)=[O:13])=[CH:10][C:4]=2[O:3]1, predict the reactants needed to synthesize it. The reactants are: [F:1][C:2]1([F:32])[O:6][C:5]2[CH:7]=[CH:8][C:9]([NH:11][C:12]([C:14]3[CH:19]=[CH:18][CH:17]=[CH:16][C:15]=3[NH:20][CH2:21][C:22]3[CH:27]=[CH:26][N:25]=[C:24]([C:28](OC)=[O:29])[CH:23]=3)=[O:13])=[CH:10][C:4]=2[O:3]1.[CH3:33][C:34]1([CH3:41])[O:38][CH:37]([CH2:39][NH2:40])[CH2:36][O:35]1. (6) Given the product [CH2:35]([S:36]([O:4][CH2:3][C:2]([CH3:16])([CH3:1])[C@@H:5]([O:8][CH2:9][C:10]1[CH:11]=[CH:12][CH:13]=[CH:14][CH:15]=1)[CH:6]=[CH2:7])(=[O:37])=[O:38])[CH2:34][CH2:33][S:30]([O:23][C:24]1[CH:29]=[CH:28][CH:27]=[CH:26][CH:25]=1)(=[O:31])=[O:32], predict the reactants needed to synthesize it. The reactants are: [CH3:1][C:2]([CH3:16])([C@@H:5]([O:8][CH2:9][C:10]1[CH:15]=[CH:14][CH:13]=[CH:12][CH:11]=1)[CH:6]=[CH2:7])[CH2:3][OH:4].N1C=CC=CC=1.[O:23]([S:30]([CH2:33][CH2:34][CH2:35][S:36](Cl)(=[O:38])=[O:37])(=[O:32])=[O:31])[C:24]1[CH:29]=[CH:28][CH:27]=[CH:26][CH:25]=1. (7) Given the product [OH:10][CH2:9][C:2]1[O:3][CH:4]=[C:5]([O:8][CH2:23][C:22]2[CH:25]=[CH:26][C:19]([O:18][CH3:17])=[CH:20][CH:21]=2)[C:6](=[O:7])[CH:1]=1, predict the reactants needed to synthesize it. The reactants are: [CH:1]1[C:6](=[O:7])[C:5]([OH:8])=[CH:4][O:3][C:2]=1[CH2:9][OH:10].C(=O)([O-])[O-].[K+].[K+].[CH3:17][O:18][C:19]1[CH:26]=[CH:25][C:22]([CH2:23]Cl)=[CH:21][CH:20]=1. (8) Given the product [Cl:1][C:2]1[CH:3]=[C:4]2[C:9](=[CH:10][CH:11]=1)[CH:8]=[C:7]([S:12]([NH:15][C@H:16]1[CH2:20][CH2:19][N:18]([C@H:21]([CH3:25])[C:22]([N:52]3[CH2:53][CH2:54][CH2:55][CH:50]([CH3:49])[CH2:51]3)=[O:24])[C:17]1=[O:26])(=[O:14])=[O:13])[CH:6]=[CH:5]2, predict the reactants needed to synthesize it. The reactants are: [Cl:1][C:2]1[CH:3]=[C:4]2[C:9](=[CH:10][CH:11]=1)[CH:8]=[C:7]([S:12]([NH:15][C@H:16]1[CH2:20][CH2:19][N:18]([C@H:21]([CH3:25])[C:22]([OH:24])=O)[C:17]1=[O:26])(=[O:14])=[O:13])[CH:6]=[CH:5]2.Cl.CN(C)CCCN=C=NCC.C1C=CC2N(O)N=NC=2C=1.[CH3:49][CH:50]1[CH2:55][CH2:54][CH2:53][NH:52][CH2:51]1. (9) Given the product [F:18][CH:17]([F:19])[CH2:16][C:13]1[CH:12]=[CH:11][C:10]([CH:8]2[CH2:7][CH:6]([C:20]3[O:21][N:30]=[C:25]([CH2:26][CH2:27][O:28][CH3:29])[N:24]=3)[CH2:5][N:4]([C:1](=[O:3])[CH3:2])[CH2:9]2)=[CH:15][CH:14]=1, predict the reactants needed to synthesize it. The reactants are: [C:1]([N:4]1[CH2:9][CH:8]([C:10]2[CH:15]=[CH:14][C:13]([CH2:16][CH:17]([F:19])[F:18])=[CH:12][CH:11]=2)[CH2:7][CH:6]([C:20](O)=[O:21])[CH2:5]1)(=[O:3])[CH3:2].O[NH:24][C:25](=[NH:30])[CH2:26][CH2:27][O:28][CH3:29].